Predict the reactants needed to synthesize the given product. From a dataset of Full USPTO retrosynthesis dataset with 1.9M reactions from patents (1976-2016). Given the product [F:1][C:2]1[CH:3]=[C:4]2[C:8](=[CH:9][CH:10]=1)[NH:7][C:6](=[O:11])[C:5]2=[C:37]1[C:32]2[C:33](=[N:34][C:29]([CH2:28][N:22]3[CH2:27][CH2:26][O:25][CH2:24][CH2:23]3)=[CH:30][CH:31]=2)[CH2:35][O:36]1, predict the reactants needed to synthesize it. The reactants are: [F:1][C:2]1[CH:3]=[C:4]2[C:8](=[CH:9][CH:10]=1)[NH:7][C:6](=[O:11])[CH2:5]2.C[Si]([N-][Si](C)(C)C)(C)C.[Li+].[N:22]1([CH2:28][C:29]2[N:34]=[C:33]3[CH2:35][O:36][C:37](=O)[C:32]3=[CH:31][CH:30]=2)[CH2:27][CH2:26][O:25][CH2:24][CH2:23]1.Cl.